From a dataset of Forward reaction prediction with 1.9M reactions from USPTO patents (1976-2016). Predict the product of the given reaction. (1) Given the reactants [CH2:1]([N:3]1[CH2:8][CH2:7][N:6]([C:9]2[CH:10]=[CH:11][C:12]([NH2:15])=[N:13][CH:14]=2)[CH2:5][CH2:4]1)[CH3:2].[Br:16][C:17]1[CH:18]=[C:19](Br)[C:20]2[N:21]([CH:25]=[CH:26][N:27]=2)[C:22]=1[CH2:23][CH3:24].C1(P(C2C=CC=CC=2)C2C=CC3C(=CC=CC=3)C=2C2C3C(=CC=CC=3)C=CC=2P(C2C=CC=CC=2)C2C=CC=CC=2)C=CC=CC=1.C(=O)([O-])[O-].[Cs+].[Cs+], predict the reaction product. The product is: [Br:16][C:17]1[CH:18]=[C:19]([NH:15][C:12]2[CH:11]=[CH:10][C:9]([N:6]3[CH2:5][CH2:4][N:3]([CH2:1][CH3:2])[CH2:8][CH2:7]3)=[CH:14][N:13]=2)[C:20]2[N:21]([CH:25]=[CH:26][N:27]=2)[C:22]=1[CH2:23][CH3:24]. (2) Given the reactants [CH2:1]([C:4]1([NH2:20])[CH2:11][CH2:10][CH2:9][CH:8]([O:12][Si](C(C)(C)C)(C)C)[CH2:7][CH2:6][CH2:5]1)[CH:2]=[CH2:3], predict the reaction product. The product is: [NH2:20][C:4]1([CH2:1][CH2:2][CH3:3])[CH2:11][CH2:10][CH2:9][CH:8]([OH:12])[CH2:7][CH2:6][CH2:5]1. (3) Given the reactants Cl[C:2]1[N:10]([C:11]2[CH:12]=[N:13][CH:14]=[CH:15][CH:16]=2)[C:5]2=[N:6][CH:7]=[CH:8][CH:9]=[C:4]2[C:3]=1[CH:17]=[O:18].[C:19]([O:23][C:24]([N:26]1[CH2:31][CH2:30][NH:29][CH2:28][CH2:27]1)=[O:25])([CH3:22])([CH3:21])[CH3:20], predict the reaction product. The product is: [C:19]([O:23][C:24]([N:26]1[CH2:31][CH2:30][N:29]([C:2]2[N:10]([C:11]3[CH:12]=[N:13][CH:14]=[CH:15][CH:16]=3)[C:5]3=[N:6][CH:7]=[CH:8][CH:9]=[C:4]3[C:3]=2[CH:17]=[O:18])[CH2:28][CH2:27]1)=[O:25])([CH3:22])([CH3:20])[CH3:21]. (4) Given the reactants [CH3:1][C:2]1[CH:7]=[CH:6][C:5]([S:8](OCCC2CC(C)(C)C(=O)O2)(=[O:10])=[O:9])=[CH:4][CH:3]=1.[OH:22][CH2:23][CH2:24][CH:25]1[O:29][C:28](=[O:30])[CH2:27][C:26]1([CH3:32])[CH3:31].OCCC1OC(=O)C(C)(C)C1, predict the reaction product. The product is: [CH3:1][C:2]1[CH:7]=[CH:6][C:5]([S:8]([O:22][CH2:23][CH2:24][CH:25]2[C:26]([CH3:32])([CH3:31])[CH2:27][C:28](=[O:30])[O:29]2)(=[O:10])=[O:9])=[CH:4][CH:3]=1.